Dataset: Full USPTO retrosynthesis dataset with 1.9M reactions from patents (1976-2016). Task: Predict the reactants needed to synthesize the given product. Given the product [CH3:1][O:2][C:3]1[CH:4]=[C:5]([CH2:11][CH2:12][NH:13][C:23](=[O:24])[CH2:22][O:21][CH2:14][C:15]2[CH:20]=[CH:19][CH:18]=[CH:17][CH:16]=2)[CH:6]=[CH:7][C:8]=1[O:9][CH3:10], predict the reactants needed to synthesize it. The reactants are: [CH3:1][O:2][C:3]1[CH:4]=[C:5]([CH2:11][CH2:12][NH2:13])[CH:6]=[CH:7][C:8]=1[O:9][CH3:10].[CH2:14]([O:21][CH2:22][C:23](Cl)=[O:24])[C:15]1[CH:20]=[CH:19][CH:18]=[CH:17][CH:16]=1.